From a dataset of Forward reaction prediction with 1.9M reactions from USPTO patents (1976-2016). Predict the product of the given reaction. (1) The product is: [Cl:19][C:20]1[CH:25]=[CH:24][C:23]([C:2]2[C:10]3[N:9]4[CH2:11][CH2:12][NH:13][C:14](=[O:15])[C:8]4=[C:7]([CH3:16])[C:6]=3[CH:5]=[C:4]([C:17]#[N:18])[CH:3]=2)=[C:22]([F:29])[CH:21]=1. Given the reactants Br[C:2]1[C:10]2[N:9]3[CH2:11][CH2:12][NH:13][C:14](=[O:15])[C:8]3=[C:7]([CH3:16])[C:6]=2[CH:5]=[C:4]([C:17]#[N:18])[CH:3]=1.[Cl:19][C:20]1[CH:25]=[CH:24][C:23](B(O)O)=[C:22]([F:29])[CH:21]=1, predict the reaction product. (2) Given the reactants [NH2:1][C@@H:2]1[CH2:7][CH2:6][CH2:5][N:4]([C:8]2[N:13]=[C:12]([NH:14][C:15]3[CH:20]=[CH:19][C:18]([N:21]4[CH2:26][CH2:25][N:24]([C:27]([O:29][CH2:30][C:31]5[CH:36]=[CH:35][CH:34]=[CH:33][CH:32]=5)=[O:28])[CH2:23][CH2:22]4)=[CH:17][CH:16]=3)[C:11]([C:37](=[O:39])[NH2:38])=[CH:10][CH:9]=2)[CH2:3]1.CCN(CC)CC.[C:47](Cl)(=[O:54])[C:48]1[CH:53]=[CH:52][CH:51]=[CH:50][CH:49]=1, predict the reaction product. The product is: [C:47]([NH:1][C@@H:2]1[CH2:7][CH2:6][CH2:5][N:4]([C:8]2[N:13]=[C:12]([NH:14][C:15]3[CH:16]=[CH:17][C:18]([N:21]4[CH2:26][CH2:25][N:24]([C:27]([O:29][CH2:30][C:31]5[CH:36]=[CH:35][CH:34]=[CH:33][CH:32]=5)=[O:28])[CH2:23][CH2:22]4)=[CH:19][CH:20]=3)[C:11]([C:37](=[O:39])[NH2:38])=[CH:10][CH:9]=2)[CH2:3]1)(=[O:54])[C:48]1[CH:53]=[CH:52][CH:51]=[CH:50][CH:49]=1.